From a dataset of Full USPTO retrosynthesis dataset with 1.9M reactions from patents (1976-2016). Predict the reactants needed to synthesize the given product. (1) Given the product [ClH:1].[F:9][C:7]1[CH:6]=[C:5]([C:10]2[C:18]3[C:13](=[CH:14][C:15]([O:19][CH2:20][CH2:21][C:22]4[CH:27]=[CH:26][CH:25]=[CH:24][N:53]=4)=[CH:16][CH:17]=3)[C:12](=[O:28])[C:11]=2[C:29]2[CH:30]=[N:31][CH:32]=[CH:33][CH:34]=2)[CH:4]=[C:3]([F:2])[CH:8]=1, predict the reactants needed to synthesize it. The reactants are: [ClH:1].[F:2][C:3]1[CH:4]=[C:5]([C:10]2[C:18]3[C:13](=[CH:14][C:15]([O:19][CH2:20][CH2:21][C:22]4[CH:27]=[CH:26][CH:25]=[CH:24]C=4)=[CH:16][CH:17]=3)[C:12](=[O:28])[C:11]=2[C:29]2[CH:30]=[N:31][CH:32]=[CH:33][CH:34]=2)[CH:6]=[C:7]([F:9])[CH:8]=1.BrC1C(=O)C2C(C=1C1C=CC=CC=1)=CC=C(O)C=2.[N:53]1C=CC=CC=1CCO. (2) Given the product [CH3:20][N:21]1[CH:16]([C:15]2[CH:14]=[CH:13][C:10]([C:11]#[N:12])=[CH:9][C:8]=2[C:41]2[CH:42]=[CH:43][N:38]=[CH:39][CH:40]=2)[C:17]2[C:36](=[O:37])[NH:35][CH2:34][CH2:33][C:18]=2[N:19]([C:23]2[CH:28]=[CH:27][CH:26]=[C:25]([C:29]([F:31])([F:32])[F:30])[CH:24]=2)[C:1]1=[O:4], predict the reactants needed to synthesize it. The reactants are: [C:1](=[O:4])([O-])[O-].[K+].[K+].Br[C:8]1[CH:9]=[C:10]([CH:13]=[CH:14][C:15]=1[CH:16]1[NH:21][C:20](=O)[N:19]([C:23]2[CH:28]=[CH:27][CH:26]=[C:25]([C:29]([F:32])([F:31])[F:30])[CH:24]=2)[C:18]2[CH2:33][CH2:34][NH:35][C:36](=[O:37])[C:17]1=2)[C:11]#[N:12].[N:38]1[CH:43]=[CH:42][C:41](B(O)O)=[CH:40][CH:39]=1. (3) Given the product [O:8]1[C:13]2[CH:14]=[CH:15][CH:16]=[C:17]([N:18]3[CH2:6][CH2:5][N:4]([C@H:31]([CH3:32])[CH2:19][OH:22])[CH2:3][CH2:2]3)[C:12]=2[O:11][CH2:10][CH2:9]1, predict the reactants needed to synthesize it. The reactants are: Cl[CH2:2][CH2:3][NH:4][CH2:5][CH2:6]Cl.[O:8]1[C:13]2[CH:14]=[CH:15][CH:16]=[C:17]([NH2:18])[C:12]=2[O:11][CH2:10][CH2:9]1.[C:19](=[O:22])(O)[O-].[Na+].[H-].[Al+3].[Li+].[H-].[H-].[H-].Cl[C:31]1C=CC=C[CH:32]=1. (4) Given the product [CH3:34][C:32]1[N:33]2[C:2]([C:6]3[S:7][C:8]([C:17]4[N:21]=[CH:20][NH:19][N:18]=4)=[C:9]([C:11]4[CH:12]=[CH:13][CH:14]=[CH:15][CH:16]=4)[N:10]=3)=[C:3]([CH3:5])[N:28]=[C:29]2[S:30][CH:31]=1, predict the reactants needed to synthesize it. The reactants are: Br[CH:2]([C:6]1[S:7][C:8]([C:17]2[N:21]=[CH:20][N:19](C3CCCCO3)[N:18]=2)=[C:9]([C:11]2[CH:16]=[CH:15][CH:14]=[CH:13][CH:12]=2)[N:10]=1)[C:3]([CH3:5])=O.[NH2:28][C:29]1[S:30][CH:31]=[C:32]([CH3:34])[N:33]=1.Cl.[OH-].[Na+].